Dataset: Retrosynthesis with 50K atom-mapped reactions and 10 reaction types from USPTO. Task: Predict the reactants needed to synthesize the given product. (1) Given the product CC(C)(C)NS(=O)(=O)Cc1cc(Br)c(NC(=O)C(F)(F)F)c(Br)c1, predict the reactants needed to synthesize it. The reactants are: CC(C)(C)NS(=O)(=O)Cc1cc(Br)c(N)c(Br)c1.O=C(OC(=O)C(F)(F)F)C(F)(F)F. (2) Given the product COC(=O)c1ccc(NC(=O)c2cc(O)cc(OCc3ccccc3C)c2)nc1, predict the reactants needed to synthesize it. The reactants are: COC(=O)c1ccc(NC(=O)c2cc(OCc3ccccc3C)cc(OC(C)=O)c2)nc1. (3) Given the product Cc1cc(Br)cc2[nH]c(-c3c(N[C@H](CO)Cc4ccccc4)cc[nH]c3=O)nc12, predict the reactants needed to synthesize it. The reactants are: Cc1cc(Br)cc2[nH]c(-c3c(Cl)cc[nH]c3=O)nc12.N[C@H](CO)Cc1ccccc1. (4) The reactants are: NCCCCCO.O=C(OC(=O)C(F)(F)F)C(F)(F)F. Given the product O=C(NCCCCCO)C(F)(F)F, predict the reactants needed to synthesize it.